The task is: Regression. Given a peptide amino acid sequence and an MHC pseudo amino acid sequence, predict their binding affinity value. This is MHC class I binding data.. This data is from Peptide-MHC class I binding affinity with 185,985 pairs from IEDB/IMGT. (1) The peptide sequence is DSFAGSLIW. The MHC is HLA-B15:17 with pseudo-sequence HLA-B15:17. The binding affinity (normalized) is 0.907. (2) The peptide sequence is ALYLLDGLR. The MHC is HLA-B18:01 with pseudo-sequence HLA-B18:01. The binding affinity (normalized) is 0.0847. (3) The peptide sequence is RSTHVRKI. The MHC is Mamu-A01 with pseudo-sequence Mamu-A01. The binding affinity (normalized) is 0. (4) The peptide sequence is ATATWFQYY. The MHC is HLA-A30:01 with pseudo-sequence HLA-A30:01. The binding affinity (normalized) is 0.577. (5) The peptide sequence is WTLVVLLI. The MHC is HLA-B08:01 with pseudo-sequence HLA-B08:01. The binding affinity (normalized) is 0.